This data is from Reaction yield outcomes from USPTO patents with 853,638 reactions. The task is: Predict the reaction yield, written as a fraction of the theoretical maximum amount of product (1.0 means a 100% yield; for example, 0.34 means a 34% yield). (1) The reactants are [CH3:1][O:2][C:3](=[O:45])[C@@H:4]([NH:23][C:24](=[O:44])[C:25]1[C:30]([Cl:31])=[CH:29][C:28]([O:32][Si](C(C)C)(C(C)C)C(C)C)=[CH:27][C:26]=1[Cl:43])[CH2:5][C:6]1[CH:11]=[CH:10][C:9]([NH:12][C:13](=[O:22])[C:14]2[C:19]([Cl:20])=[CH:18][CH:17]=[CH:16][C:15]=2[Cl:21])=[CH:8][CH:7]=1.CCCC[N+](CCCC)(CCCC)CCCC.[F-]. The catalyst is C1COCC1.O.C(OCC)(=O)C. The product is [CH3:1][O:2][C:3](=[O:45])[C@@H:4]([NH:23][C:24](=[O:44])[C:25]1[C:26]([Cl:43])=[CH:27][C:28]([OH:32])=[CH:29][C:30]=1[Cl:31])[CH2:5][C:6]1[CH:7]=[CH:8][C:9]([NH:12][C:13](=[O:22])[C:14]2[C:19]([Cl:20])=[CH:18][CH:17]=[CH:16][C:15]=2[Cl:21])=[CH:10][CH:11]=1. The yield is 0.990. (2) The reactants are [I:1][C:2]1[C:6]([C:7]2[CH:12]=[CH:11][N:10]=[C:9](S(C)(=O)=O)[N:8]=2)=[CH:5][N:4]([CH:17]([CH3:19])[CH3:18])[N:3]=1.[NH2:20][CH2:21][C@@H:22]([OH:24])[CH3:23].CCCCCC.[Na+].[Cl-]. The catalyst is C1COCC1.CCOC(C)=O. The product is [I:1][C:2]1[C:6]([C:7]2[CH:12]=[CH:11][N:10]=[C:9]([NH:20][CH2:21][C@@H:22]([OH:24])[CH3:23])[N:8]=2)=[CH:5][N:4]([CH:17]([CH3:19])[CH3:18])[N:3]=1. The yield is 0.969. (3) The reactants are [F:1][C:2]1[CH:3]=[C:4]([N+:10]([O-])=O)[C:5]([O:8][CH3:9])=[N:6][CH:7]=1. The catalyst is [Pd].C(O)C. The product is [F:1][C:2]1[CH:3]=[C:4]([NH2:10])[C:5]([O:8][CH3:9])=[N:6][CH:7]=1. The yield is 0.890. (4) The reactants are [BrH:1].C(O)(=O)C.[F:6][C:7]1[CH:12]=[C:11]([F:13])[CH:10]=[CH:9][C:8]=1[C:14](=O)[CH2:15][S:16][C:17]#[N:18].O. The catalyst is C(O)(=O)C. The product is [Br:1][C:17]1[S:16][CH:15]=[C:14]([C:8]2[CH:9]=[CH:10][C:11]([F:13])=[CH:12][C:7]=2[F:6])[N:18]=1. The yield is 0.736. (5) The reactants are ClC1C=CC=C(C(OO)=[O:9])C=1.[C:12]1([CH2:18][CH2:19][CH:20]=[CH2:21])[CH:17]=[CH:16][CH:15]=[CH:14][CH:13]=1. The catalyst is C(Cl)(Cl)Cl. The product is [O:9]1[CH2:21][CH:20]1[CH2:19][CH2:18][C:12]1[CH:17]=[CH:16][CH:15]=[CH:14][CH:13]=1. The yield is 1.00.